Dataset: Serine/threonine kinase 33 screen with 319,792 compounds. Task: Binary Classification. Given a drug SMILES string, predict its activity (active/inactive) in a high-throughput screening assay against a specified biological target. (1) The drug is O(CCn1nnnc1C(N1CCC(CC1)Cc1ccccc1)C(C)C)C. The result is 0 (inactive). (2) The molecule is S(=O)(=O)(N1CCCC1)c1ccc(OCC(=O)Nc2ccc(cc2)C(OCC)=O)cc1. The result is 0 (inactive). (3) The molecule is O=C(NC1CCN(CC1)Cc1ccccc1)CCCCn1c(=O)n(c2c(c1=O)cccc2)Cc1ccccc1. The result is 0 (inactive). (4) The drug is Clc1c(Cn2c(=O)c3nccnc3[nH]c2=S)cccc1. The result is 0 (inactive). (5) The drug is Clc1c(cc(C=2CC3N(C(CC3)C2C(OC)=O)C(=O)NC(C)C)cc1)C(F)(F)F. The result is 0 (inactive).